Task: Predict the reactants needed to synthesize the given product.. Dataset: Full USPTO retrosynthesis dataset with 1.9M reactions from patents (1976-2016) (1) Given the product [CH2:1]([O:3][C:4](=[O:29])[CH2:5][C:6]1[CH:11]=[CH:10][C:9]([O:12][CH3:13])=[C:8]([O:14][C:15]2[CH:20]=[CH:19][C:18]([NH:21][C:30](=[O:34])[CH:31]([CH3:33])[CH3:32])=[CH:17][C:16]=2[CH2:22][S:23][CH2:24][C:25]([F:26])([F:27])[F:28])[CH:7]=1)[CH3:2], predict the reactants needed to synthesize it. The reactants are: [CH2:1]([O:3][C:4](=[O:29])[CH2:5][C:6]1[CH:11]=[CH:10][C:9]([O:12][CH3:13])=[C:8]([O:14][C:15]2[CH:20]=[CH:19][C:18]([NH2:21])=[CH:17][C:16]=2[CH2:22][S:23][CH2:24][C:25]([F:28])([F:27])[F:26])[CH:7]=1)[CH3:2].[C:30](Cl)(=[O:34])[CH:31]([CH3:33])[CH3:32]. (2) Given the product [Br:9][C:10]1[CH:11]=[C:12]([S:17]([NH:20][C:21]2[CH:22]=[N:23][C:24]([C:28]([F:31])([F:30])[F:29])=[CH:25][C:26]=2[OH:27])(=[O:19])=[O:18])[CH:13]=[N:14][C:15]=1[O:7][CH3:6], predict the reactants needed to synthesize it. The reactants are: C[O-].[Na+].C1C[O:7][CH2:6]C1.[Br:9][C:10]1[CH:11]=[C:12]([S:17]([NH:20][C:21]2[CH:22]=[N:23][C:24]([C:28]([F:31])([F:30])[F:29])=[CH:25][C:26]=2[OH:27])(=[O:19])=[O:18])[CH:13]=[N:14][C:15]=1Cl. (3) Given the product [C:1]([C:5]1[CH:10]=[CH:9][C:8]([NH:11][C:12]([N:26]2[CH2:27][CH2:28][C:23]3([O:22][N:21]=[C:20]([C:14]4[CH:19]=[CH:18][CH:17]=[CH:16][CH:15]=4)[CH2:24]3)[CH2:25]2)=[O:13])=[CH:7][CH:6]=1)([CH3:4])([CH3:2])[CH3:3], predict the reactants needed to synthesize it. The reactants are: [C:1]([C:5]1[CH:10]=[CH:9][C:8]([N:11]=[C:12]=[O:13])=[CH:7][CH:6]=1)([CH3:4])([CH3:3])[CH3:2].[C:14]1([C:20]2[CH2:24][C:23]3([CH2:28][CH2:27][NH:26][CH2:25]3)[O:22][N:21]=2)[CH:19]=[CH:18][CH:17]=[CH:16][CH:15]=1.C(N(CC)CC)C.Cl.